Dataset: Catalyst prediction with 721,799 reactions and 888 catalyst types from USPTO. Task: Predict which catalyst facilitates the given reaction. Reactant: [F:1][C:2]1[CH:7]=[CH:6][C:5]([O:8][CH3:9])=[CH:4][C:3]=1[C:10]1[CH:11]=[CH:12][C:13]([CH2:21][O:22][C:23]2[CH:24]=[C:25]([CH2:30][CH2:31][C:32]([O:34]CC)=[O:33])[CH:26]=[CH:27][C:28]=2[CH3:29])=[N:14][C:15]=1[CH2:16][C:17]([CH3:20])([CH3:19])[CH3:18].[OH-].[Na+]. Product: [CH3:18][C:17]([CH3:20])([CH3:19])[CH2:16][C:15]1[N:14]=[C:13]([CH2:21][O:22][C:23]2[CH:24]=[C:25]([CH2:30][CH2:31][C:32]([OH:34])=[O:33])[CH:26]=[CH:27][C:28]=2[CH3:29])[CH:12]=[CH:11][C:10]=1[C:3]1[CH:4]=[C:5]([O:8][CH3:9])[CH:6]=[CH:7][C:2]=1[F:1]. The catalyst class is: 200.